Dataset: TCR-epitope binding with 47,182 pairs between 192 epitopes and 23,139 TCRs. Task: Binary Classification. Given a T-cell receptor sequence (or CDR3 region) and an epitope sequence, predict whether binding occurs between them. (1) The epitope is RIFTIGTVTLK. The TCR CDR3 sequence is CASSYSHSSNQPQHF. Result: 1 (the TCR binds to the epitope). (2) The epitope is SSTFNVPMEKLK. The TCR CDR3 sequence is CASSIGLDSEGYTF. Result: 1 (the TCR binds to the epitope). (3) The epitope is PKYVKQNTLKLAT. The TCR CDR3 sequence is CASSTPGGGTDTQYF. Result: 1 (the TCR binds to the epitope). (4) The epitope is FTISVTTEIL. The TCR CDR3 sequence is CASSRPGLASTGELFF. Result: 0 (the TCR does not bind to the epitope). (5) The epitope is EEHVQIHTI. The TCR CDR3 sequence is CASSYGGGGYEQYF. Result: 0 (the TCR does not bind to the epitope). (6) The epitope is AIMTRCLAV. The TCR CDR3 sequence is CASSPLAGVTGELFF. Result: 0 (the TCR does not bind to the epitope). (7) Result: 1 (the TCR binds to the epitope). The TCR CDR3 sequence is CASNFDKGGYEQYF. The epitope is ARMILMTHF. (8) The epitope is EIYKRWII. The TCR CDR3 sequence is CASSVVGDSRETQYF. Result: 1 (the TCR binds to the epitope). (9) The epitope is QIKVRVKMV. The TCR CDR3 sequence is CASSSGTSGYEQYF. Result: 1 (the TCR binds to the epitope). (10) The epitope is HPVGEADYFEY. The TCR CDR3 sequence is CSVEWDYTEAFF. Result: 0 (the TCR does not bind to the epitope).